Dataset: Full USPTO retrosynthesis dataset with 1.9M reactions from patents (1976-2016). Task: Predict the reactants needed to synthesize the given product. (1) Given the product [O:21]=[C:19]1[C:18]2[C:17](=[CH:25][CH:24]=[CH:23][CH:22]=2)[C:16](=[O:26])[N:20]1[CH2:2][CH2:3][CH2:4][CH2:5][C:6]1([C:9]([O:11][C:12]([CH3:15])([CH3:14])[CH3:13])=[O:10])[CH2:8][CH2:7]1, predict the reactants needed to synthesize it. The reactants are: Br[CH2:2][CH2:3][CH2:4][CH2:5][C:6]1([C:9]([O:11][C:12]([CH3:15])([CH3:14])[CH3:13])=[O:10])[CH2:8][CH2:7]1.[C:16]1(=[O:26])[NH:20][C:19](=[O:21])[C:18]2=[CH:22][CH:23]=[CH:24][CH:25]=[C:17]12.C(=O)([O-])[O-].[K+].[K+]. (2) Given the product [N:1]1[CH:6]=[CH:5][CH:4]=[CH:3][C:2]=1[C:7]1[O:8][C:9]2[CH2:14][CH2:13][N:12]([C:16]([O:17][CH3:18])=[O:19])[CH2:11][C:10]=2[N:15]=1, predict the reactants needed to synthesize it. The reactants are: [N:1]1[CH:6]=[CH:5][CH:4]=[CH:3][C:2]=1[C:7]1[O:8][C:9]2[CH2:14][CH2:13][NH:12][CH2:11][C:10]=2[N:15]=1.[C:16](Cl)(=[O:19])[O:17][CH3:18].C(N(CC)CC)C. (3) Given the product [C:9]([O:13][C:14]([N:16]1[CH2:20][C@@:19]([OH:21])([C:1]2[CH:6]=[CH:5][CH:4]=[CH:3][CH:2]=2)[CH2:18][C@@H:17]1[C@H:22]1[O:26][C:25]([CH3:27])([CH3:28])[N:24]([C:29](=[O:31])[CH3:30])[C@H:23]1[CH2:32][C:33]1[CH:34]=[C:35]([F:40])[CH:36]=[C:37]([F:39])[CH:38]=1)=[O:15])([CH3:10])([CH3:11])[CH3:12], predict the reactants needed to synthesize it. The reactants are: [C:1]1([Mg]Br)[CH:6]=[CH:5][CH:4]=[CH:3][CH:2]=1.[C:9]([O:13][C:14]([N:16]1[CH2:20][C:19](=[O:21])[CH2:18][C@@H:17]1[C@H:22]1[O:26][C:25]([CH3:28])([CH3:27])[N:24]([C:29](=[O:31])[CH3:30])[C@H:23]1[CH2:32][C:33]1[CH:38]=[C:37]([F:39])[CH:36]=[C:35]([F:40])[CH:34]=1)=[O:15])([CH3:12])([CH3:11])[CH3:10]. (4) Given the product [CH3:32][N:33]([CH3:38])[S:34]([N:29]1[CH2:28][CH2:27][N:26]([C:24]([C:6]2[N:5]([CH:2]([CH3:3])[CH3:4])[C:13]3[C:8]([CH:7]=2)=[CH:9][C:10]([O:14][CH:15]2[CH2:20][CH2:19][N:18]([CH:21]([CH3:23])[CH3:22])[CH2:17][CH2:16]2)=[CH:11][CH:12]=3)=[O:25])[CH2:31][CH2:30]1)(=[O:36])=[O:35], predict the reactants needed to synthesize it. The reactants are: Cl.[CH:2]([N:5]1[C:13]2[C:8](=[CH:9][C:10]([O:14][CH:15]3[CH2:20][CH2:19][N:18]([CH:21]([CH3:23])[CH3:22])[CH2:17][CH2:16]3)=[CH:11][CH:12]=2)[CH:7]=[C:6]1[C:24]([N:26]1[CH2:31][CH2:30][NH:29][CH2:28][CH2:27]1)=[O:25])([CH3:4])[CH3:3].[CH3:32][N:33]([CH3:38])[S:34](Cl)(=[O:36])=[O:35].